From a dataset of Full USPTO retrosynthesis dataset with 1.9M reactions from patents (1976-2016). Predict the reactants needed to synthesize the given product. (1) Given the product [I:1][C:2]1[CH:8]=[CH:7][CH:6]=[CH:5][C:3]=1[NH:4][CH:19]1[CH2:18][CH2:17][CH:16]([N:12]2[C@@H:11]([C:23]3[CH:24]=[CH:25][CH:26]=[CH:27][CH:28]=3)[C:10]([CH3:9])([CH3:29])[O:14][C:13]2=[O:15])[CH2:21][CH2:20]1, predict the reactants needed to synthesize it. The reactants are: [I:1][C:2]1[CH:8]=[CH:7][CH:6]=[CH:5][C:3]=1[NH2:4].[CH3:9][C:10]1([CH3:29])[O:14][C:13](=[O:15])[N:12]([CH:16]2[CH2:21][CH2:20][C:19](=O)[CH2:18][CH2:17]2)[C@H:11]1[C:23]1[CH:28]=[CH:27][CH:26]=[CH:25][CH:24]=1.CC(O)=O.C(O[BH-](OC(=O)C)OC(=O)C)(=O)C.[Na+]. (2) Given the product [OH:24][C:21]1[CH:22]=[CH:23][C:18]([CH:15]2[CH2:14][CH2:13][CH:12]([C:7]3[CH:8]=[CH:9][C:10]([OH:11])=[C:5]([C:1]([CH3:4])([CH3:3])[CH3:2])[CH:6]=3)[CH2:17][CH2:16]2)=[CH:19][CH:20]=1, predict the reactants needed to synthesize it. The reactants are: [C:1]([C:5]1[CH:6]=[C:7]([C:12]2[CH2:17][CH2:16][CH:15]([C:18]3[CH:23]=[CH:22][C:21]([OH:24])=[CH:20][CH:19]=3)[CH2:14][CH:13]=2)[CH:8]=[CH:9][C:10]=1[OH:11])([CH3:4])([CH3:3])[CH3:2]. (3) Given the product [F:13][C:14]1[CH:15]=[CH:16][C:17]([C:20]2([C:26]([NH:2][NH:1][C:3]3[CH:12]=[CH:11][CH:10]=[C:9]4[C:4]=3[CH:5]=[CH:6][CH:7]=[N:8]4)=[O:27])[CH2:25][CH2:24][CH2:23][CH2:22][CH2:21]2)=[CH:18][CH:19]=1, predict the reactants needed to synthesize it. The reactants are: [NH:1]([C:3]1[CH:12]=[CH:11][CH:10]=[C:9]2[C:4]=1[CH:5]=[CH:6][CH:7]=[N:8]2)[NH2:2].[F:13][C:14]1[CH:19]=[CH:18][C:17]([C:20]2([C:26](Cl)=[O:27])[CH2:25][CH2:24][CH2:23][CH2:22][CH2:21]2)=[CH:16][CH:15]=1. (4) Given the product [Cl:1][C:2]1[CH:3]=[C:4]([CH:6]=[CH:7][C:8]=1[Cl:9])[NH:5][CH:10]=[O:11], predict the reactants needed to synthesize it. The reactants are: [Cl:1][C:2]1[CH:3]=[C:4]([CH:6]=[CH:7][C:8]=1[Cl:9])[NH2:5].[CH:10](O)=[O:11].